From a dataset of Forward reaction prediction with 1.9M reactions from USPTO patents (1976-2016). Predict the product of the given reaction. (1) Given the reactants C([O:3][C:4](=O)[CH2:5][C:6]1[S:7][C:8]2[CH:14]=[CH:13][C:12]([Br:15])=[CH:11][C:9]=2[N:10]=1)C.[BH4-].[Na+], predict the reaction product. The product is: [Br:15][C:12]1[CH:13]=[CH:14][C:8]2[S:7][C:6]([CH2:5][CH2:4][OH:3])=[N:10][C:9]=2[CH:11]=1. (2) Given the reactants [C:1]([O:5][C:6](=[O:23])[NH:7][C:8]1[C:9]([CH3:22])=[C:10]([Br:21])[C:11]2[O:15][C:14]([CH3:17])([CH3:16])[CH:13](O)[C:12]=2[C:19]=1[CH3:20])([CH3:4])([CH3:3])[CH3:2].[NH:24]1[CH2:28][CH2:27][CH2:26][CH2:25]1, predict the reaction product. The product is: [C:1]([O:5][C:6](=[O:23])[NH:7][C:8]1[C:9]([CH3:22])=[C:10]([Br:21])[C:11]2[O:15][C:14]([CH3:16])([CH3:17])[CH:13]([N:24]3[CH2:28][CH2:27][CH2:26][CH2:25]3)[C:12]=2[C:19]=1[CH3:20])([CH3:3])([CH3:4])[CH3:2]. (3) The product is: [Cl:1][C:2]1[CH:3]=[CH:4][C:5]([O:18][C:19]2[C:20]([CH2:21][OH:22])=[CH:25][CH:26]=[CH:27][C:28]=2[F:29])=[C:6]2[C:11]=1[NH:10][C:9](=[O:12])[NH:8][C:7]12[CH2:13][CH2:14][CH2:15][CH2:16][CH2:17]1. Given the reactants [Cl:1][C:2]1[CH:3]=[CH:4][C:5]([O:18][C:19]2[C:28]([F:29])=[CH:27][CH:26]=[CH:25][C:20]=2[C:21](OC)=[O:22])=[C:6]2[C:11]=1[NH:10][C:9](=[O:12])[NH:8][C:7]12[CH2:17][CH2:16][CH2:15][CH2:14][CH2:13]1.[Li+].[BH4-].C(=O)(O)[O-].[Na+], predict the reaction product. (4) Given the reactants [OH:1][C:2]1[C:3](=[O:17])[NH:4][C:5](=[O:16])[N:6]([CH2:8][CH2:9][C:10]2[CH:15]=[CH:14][CH:13]=[CH:12][CH:11]=2)[N:7]=1.[CH3:18][OH:19], predict the reaction product. The product is: [OH:1][C:2]1[C:3](=[O:17])[NH:4][C:5](=[O:16])[N:6]([CH2:8][CH2:9][C:10]2[CH:15]=[CH:14][C:13]([O:19][CH3:18])=[CH:12][CH:11]=2)[N:7]=1. (5) Given the reactants CC(C)([O-])C.[K+].[C:7]([CH2:9]P(=O)(OCC)OCC)#[N:8].[Si:18]([O:25][CH:26]1[CH2:31][CH2:30][C:29](=O)[CH2:28][CH2:27]1)([C:21]([CH3:24])([CH3:23])[CH3:22])([CH3:20])[CH3:19], predict the reaction product. The product is: [Si:18]([O:25][CH:26]1[CH2:31][CH2:30][C:29](=[CH:9][C:7]#[N:8])[CH2:28][CH2:27]1)([C:21]([CH3:24])([CH3:23])[CH3:22])([CH3:20])[CH3:19]. (6) Given the reactants [CH2:1]([O:8][C:9]1[CH:10]=[CH:11][C:12]([N+:21]([O-:23])=[O:22])=[C:13]([CH:15]([OH:20])[CH:16]=[C:17]([CH3:19])[CH3:18])[CH:14]=1)[C:2]1[CH:7]=[CH:6][CH:5]=[CH:4][CH:3]=1, predict the reaction product. The product is: [CH2:1]([O:8][C:9]1[CH:10]=[CH:11][C:12]([N+:21]([O-:23])=[O:22])=[C:13]([C:15](=[O:20])[CH:16]=[C:17]([CH3:19])[CH3:18])[CH:14]=1)[C:2]1[CH:3]=[CH:4][CH:5]=[CH:6][CH:7]=1. (7) Given the reactants Cl.[O:2]1[C:6]2[CH:7]=[CH:8][CH:9]=[C:10]([CH:11]3[CH2:16][CH2:15][N:14]([CH2:17][CH2:18][C@H:19]4[CH2:24][CH2:23][C@H:22]([NH2:25])[CH2:21][CH2:20]4)[CH2:13][CH2:12]3)[C:5]=2[O:4][CH2:3]1.[CH3:26][O:27][C@H:28]1[CH2:33][CH2:32][C@H:31]([CH2:34][C:35](O)=[O:36])[CH2:30][CH2:29]1, predict the reaction product. The product is: [O:2]1[C:6]2[CH:7]=[CH:8][CH:9]=[C:10]([CH:11]3[CH2:16][CH2:15][N:14]([CH2:17][CH2:18][CH:19]4[CH2:20][CH2:21][CH:22]([NH:25][C:35](=[O:36])[CH2:34][C@H:31]5[CH2:32][CH2:33][C@H:28]([O:27][CH3:26])[CH2:29][CH2:30]5)[CH2:23][CH2:24]4)[CH2:13][CH2:12]3)[C:5]=2[O:4][CH2:3]1.